This data is from Forward reaction prediction with 1.9M reactions from USPTO patents (1976-2016). The task is: Predict the product of the given reaction. (1) Given the reactants [C@@H:1]12[CH2:7][NH:6][C@@H:5]1[CH2:4][N:3]([C:8]([O:10][CH2:11][C:12]1[CH:17]=[CH:16][CH:15]=[CH:14][CH:13]=1)=[O:9])[CH2:2]2.[Br:18][C:19]1[CH:20]=[N:21][CH:22]=[C:23](Br)[CH:24]=1, predict the reaction product. The product is: [Br:18][C:19]1[CH:24]=[C:23]([N:6]2[CH2:7][C@@H:1]3[C@H:5]2[CH2:4][N:3]([C:8]([O:10][CH2:11][C:12]2[CH:17]=[CH:16][CH:15]=[CH:14][CH:13]=2)=[O:9])[CH2:2]3)[CH:22]=[N:21][CH:20]=1. (2) Given the reactants [Cl:1][C:2]1[C:7]([CH2:8][C:9]([O:11][CH3:12])=[O:10])=[C:6]([Cl:13])[N:5]=[C:4]([CH2:14][C:15]2[CH:20]=[CH:19][C:18]([N+:21]([O-])=O)=[CH:17][CH:16]=2)[N:3]=1, predict the reaction product. The product is: [NH2:21][C:18]1[CH:17]=[CH:16][C:15]([CH2:14][C:4]2[N:5]=[C:6]([Cl:13])[C:7]([CH2:8][C:9]([O:11][CH3:12])=[O:10])=[C:2]([Cl:1])[N:3]=2)=[CH:20][CH:19]=1. (3) Given the reactants [F:1][C:2]([F:23])([F:22])[C:3]1[N:8]=[CH:7][C:6]([C@H:9]([NH:11][C:12]2[C:13]3[CH2:21][NH:20][CH2:19][CH2:18][C:14]=3[N:15]=[CH:16][N:17]=2)[CH3:10])=[CH:5][CH:4]=1.[Br:24][C:25]1[CH:26]=[CH:27][C:28](F)=[C:29]([CH:32]=1)[C:30]#[N:31].C(N(CC)C(C)C)(C)C, predict the reaction product. The product is: [Br:24][C:25]1[CH:26]=[CH:27][C:28]([N:20]2[CH2:19][CH2:18][C:14]3[N:15]=[CH:16][N:17]=[C:12]([NH:11][C@@H:9]([C:6]4[CH:7]=[N:8][C:3]([C:2]([F:1])([F:22])[F:23])=[CH:4][CH:5]=4)[CH3:10])[C:13]=3[CH2:21]2)=[C:29]([CH:32]=1)[C:30]#[N:31]. (4) Given the reactants Br[C:2]1[CH:11]=[C:10]([F:12])[CH:9]=[CH:8][C:3]=1[C:4]([O:6][CH3:7])=[O:5].[NH2:13][C:14]1[CH:19]=[CH:18][CH:17]=[CH:16][CH:15]=1.C1(P(C2C=CC=CC=2)C2C=CC3C(=CC=CC=3)C=2C2C3C(=CC=CC=3)C=CC=2P(C2C=CC=CC=2)C2C=CC=CC=2)C=CC=CC=1.C([O-])([O-])=O.[Cs+].[Cs+], predict the reaction product. The product is: [F:12][C:10]1[CH:9]=[CH:8][C:3]([C:4]([O:6][CH3:7])=[O:5])=[C:2]([NH:13][C:14]2[CH:19]=[CH:18][CH:17]=[CH:16][CH:15]=2)[CH:11]=1. (5) Given the reactants [C:1]([O:5][C:6](=[O:31])[C@@H:7]([NH:12][C:13](=[O:30])[C:14]1[CH:19]=[CH:18][C:17]([NH:20][CH:21]([CH3:26])[CH2:22][CH:23]([CH3:25])[CH3:24])=[C:16]([N+:27]([O-])=O)[CH:15]=1)[CH2:8][CH:9]([CH3:11])[CH3:10])([CH3:4])([CH3:3])[CH3:2], predict the reaction product. The product is: [C:1]([O:5][C:6](=[O:31])[C@@H:7]([NH:12][C:13](=[O:30])[C:14]1[CH:19]=[CH:18][C:17]([NH:20][CH:21]([CH3:26])[CH2:22][CH:23]([CH3:24])[CH3:25])=[C:16]([NH2:27])[CH:15]=1)[CH2:8][CH:9]([CH3:11])[CH3:10])([CH3:2])([CH3:4])[CH3:3]. (6) Given the reactants [NH2:1][C:2]1[C:7]([N+:8]([O-:10])=[O:9])=[CH:6][CH:5]=[C:4](Cl)[N:3]=1.C([O-])([O-])=O.[Na+].[Na+].[N:18]1[CH:23]=[CH:22][C:21](B(O)O)=[CH:20][CH:19]=1, predict the reaction product. The product is: [N+:8]([C:7]1[CH:6]=[CH:5][C:4]([C:21]2[CH:22]=[CH:23][N:18]=[CH:19][CH:20]=2)=[N:3][C:2]=1[NH2:1])([O-:10])=[O:9].